From a dataset of Catalyst prediction with 721,799 reactions and 888 catalyst types from USPTO. Predict which catalyst facilitates the given reaction. Reactant: [Br:1][C:2]1[CH:7]=[CH:6][C:5]([OH:8])=[CH:4][C:3]=1[F:9].[H-].[Na+].[N+]([C:15]1[CH:16]=[C:17]([CH3:22])[N+:18]([O-:21])=[CH:19][CH:20]=1)([O-])=O. Product: [Br:1][C:2]1[CH:7]=[CH:6][C:5]([O:8][C:15]2[CH:20]=[CH:19][N+:18]([O-:21])=[C:17]([CH3:22])[CH:16]=2)=[CH:4][C:3]=1[F:9]. The catalyst class is: 173.